Dataset: Catalyst prediction with 721,799 reactions and 888 catalyst types from USPTO. Task: Predict which catalyst facilitates the given reaction. Reactant: [C:1]([O:5][C:6](=[O:29])[CH2:7][CH2:8][CH2:9][CH2:10][CH2:11][O:12][C:13]1[CH:14]=[C:15]([C:19]2[N:24]=[C:23]([C:25]([O:27]C)=[O:26])[CH:22]=[CH:21][CH:20]=2)[CH:16]=[CH:17][CH:18]=1)([CH3:4])([CH3:3])[CH3:2].[OH-].[Na+]. Product: [C:1]([O:5][C:6](=[O:29])[CH2:7][CH2:8][CH2:9][CH2:10][CH2:11][O:12][C:13]1[CH:14]=[C:15]([C:19]2[N:24]=[C:23]([C:25]([OH:27])=[O:26])[CH:22]=[CH:21][CH:20]=2)[CH:16]=[CH:17][CH:18]=1)([CH3:4])([CH3:2])[CH3:3]. The catalyst class is: 24.